Predict the reactants needed to synthesize the given product. From a dataset of Full USPTO retrosynthesis dataset with 1.9M reactions from patents (1976-2016). The reactants are: [O:1]=[S:2]1(=[O:17])[CH2:6][CH2:5][CH2:4][N:3]1[C:7]1[CH:15]=[CH:14][C:10]([C:11]([OH:13])=O)=[C:9]([F:16])[CH:8]=1.Cl.[CH:19]1([C:22]2[C:23]([N:29]3[CH2:34][CH2:33][NH:32][CH2:31][CH2:30]3)=[N:24][CH:25]=[C:26]([CH3:28])[CH:27]=2)[CH2:21][CH2:20]1. Given the product [CH:19]1([C:22]2[C:23]([N:29]3[CH2:34][CH2:33][N:32]([C:11]([C:10]4[CH:14]=[CH:15][C:7]([N:3]5[CH2:4][CH2:5][CH2:6][S:2]5(=[O:1])=[O:17])=[CH:8][C:9]=4[F:16])=[O:13])[CH2:31][CH2:30]3)=[N:24][CH:25]=[C:26]([CH3:28])[CH:27]=2)[CH2:20][CH2:21]1, predict the reactants needed to synthesize it.